This data is from NCI-60 drug combinations with 297,098 pairs across 59 cell lines. The task is: Regression. Given two drug SMILES strings and cell line genomic features, predict the synergy score measuring deviation from expected non-interaction effect. (1) Drug 1: CCCCCOC(=O)NC1=NC(=O)N(C=C1F)C2C(C(C(O2)C)O)O. Drug 2: C#CCC(CC1=CN=C2C(=N1)C(=NC(=N2)N)N)C3=CC=C(C=C3)C(=O)NC(CCC(=O)O)C(=O)O. Cell line: NCIH23. Synergy scores: CSS=34.2, Synergy_ZIP=1.62, Synergy_Bliss=-1.54, Synergy_Loewe=-28.0, Synergy_HSA=-2.53. (2) Drug 1: CC1CCC2CC(C(=CC=CC=CC(CC(C(=O)C(C(C(=CC(C(=O)CC(OC(=O)C3CCCCN3C(=O)C(=O)C1(O2)O)C(C)CC4CCC(C(C4)OC)O)C)C)O)OC)C)C)C)OC. Drug 2: CC=C1C(=O)NC(C(=O)OC2CC(=O)NC(C(=O)NC(CSSCCC=C2)C(=O)N1)C(C)C)C(C)C. Cell line: MOLT-4. Synergy scores: CSS=72.8, Synergy_ZIP=-6.49, Synergy_Bliss=-5.30, Synergy_Loewe=-4.18, Synergy_HSA=-3.31.